From a dataset of Full USPTO retrosynthesis dataset with 1.9M reactions from patents (1976-2016). Predict the reactants needed to synthesize the given product. The reactants are: C(OC(=O)[NH:7][C:8]1([C:11]2[S:12][C:13]([C:16]3[C:25]([CH3:26])=[C:24]4[C:19]([C:20](=[O:31])[NH:21][C:22](=[O:30])[N:23]4[CH:27]4[CH2:29][CH2:28]4)=[CH:18][C:17]=3[F:32])=[CH:14][CH:15]=2)[CH2:10][CH2:9]1)(C)(C)C.[ClH:34]. Given the product [ClH:34].[NH2:7][C:8]1([C:11]2[S:12][C:13]([C:16]3[C:25]([CH3:26])=[C:24]4[C:19]([C:20](=[O:31])[NH:21][C:22](=[O:30])[N:23]4[CH:27]4[CH2:28][CH2:29]4)=[CH:18][C:17]=3[F:32])=[CH:14][CH:15]=2)[CH2:9][CH2:10]1, predict the reactants needed to synthesize it.